This data is from Reaction yield outcomes from USPTO patents with 853,638 reactions. The task is: Predict the reaction yield, written as a fraction of the theoretical maximum amount of product (1.0 means a 100% yield; for example, 0.34 means a 34% yield). (1) The reactants are [Br:1][C:2]1[CH:3]=[CH:4][C:5]([OH:11])=[C:6]([C:8](=[O:10])[CH3:9])[CH:7]=1.F[C:13]1[C:20]([F:21])=[CH:19][CH:18]=[CH:17][C:14]=1[CH:15]=O. The catalyst is C(O)C.O. The product is [Br:1][C:2]1[CH:7]=[C:6]2[C:5](=[CH:4][CH:3]=1)[O:11][CH:15]([C:14]1[CH:17]=[CH:18][CH:19]=[C:20]([F:21])[CH:13]=1)[CH2:9][C:8]2=[O:10]. The yield is 0.150. (2) The reactants are [H-].[H-].[H-].[H-].[Li+].[Al+3].[CH3:7][O:8][CH2:9][CH2:10][O:11][C:12]1[CH:13]=[C:14]([C:22]2[N:26]([CH:27]3[CH2:32][CH2:31][CH2:30][CH2:29][O:28]3)[N:25]=[C:24]([CH3:33])[C:23]=2[C:34](OCC)=[O:35])[CH:15]=[C:16]([C:18]([F:21])([F:20])[F:19])[CH:17]=1. The catalyst is O1CCCC1. The product is [CH3:7][O:8][CH2:9][CH2:10][O:11][C:12]1[CH:13]=[C:14]([C:22]2[N:26]([CH:27]3[CH2:32][CH2:31][CH2:30][CH2:29][O:28]3)[N:25]=[C:24]([CH3:33])[C:23]=2[CH2:34][OH:35])[CH:15]=[C:16]([C:18]([F:21])([F:20])[F:19])[CH:17]=1. The yield is 0.860. (3) The reactants are CC1(C)[O:7][CH2:6][CH:5]([CH2:8][CH2:9][N:10]2[CH:17]=[CH:16][C:14](=[O:15])[NH:13][C:11]2=[O:12])[CH2:4][O:3]1.[OH-].[Na+]. The catalyst is Cl. The product is [OH:3][CH2:4][CH:5]([CH2:6][OH:7])[CH2:8][CH2:9][N:10]1[CH:17]=[CH:16][C:14](=[O:15])[NH:13][C:11]1=[O:12]. The yield is 0.352.